From a dataset of Forward reaction prediction with 1.9M reactions from USPTO patents (1976-2016). Predict the product of the given reaction. (1) The product is: [CH:19]1([N:7]([CH:1]2[CH2:6][CH2:5][CH2:4][CH2:3][CH2:2]2)[C:8]([NH:9][C:10]2[S:11][C:12]([C:15]([N:36]3[CH2:37][CH2:38][N:33]([CH2:32][C:31]([N:25]4[CH2:26][CH2:27][O:28][CH2:29][CH2:30]4)=[O:39])[CH2:34][CH2:35]3)=[O:16])=[CH:13][N:14]=2)=[O:18])[CH2:24][CH2:23][CH2:22][CH2:21][CH2:20]1. Given the reactants [CH:1]1([N:7]([CH:19]2[CH2:24][CH2:23][CH2:22][CH2:21][CH2:20]2)[C:8](=[O:18])[NH:9][C:10]2[S:11][C:12]([C:15](O)=[O:16])=[CH:13][N:14]=2)[CH2:6][CH2:5][CH2:4][CH2:3][CH2:2]1.[N:25]1([C:31](=[O:39])[CH2:32][N:33]2[CH2:38][CH2:37][NH:36][CH2:35][CH2:34]2)[CH2:30][CH2:29][O:28][CH2:27][CH2:26]1.CN(C(ON1N=NC2C=CC=CC1=2)=[N+](C)C)C.F[P-](F)(F)(F)(F)F.CCN(C(C)C)C(C)C, predict the reaction product. (2) Given the reactants [C:1]([C:6]1[CH:11]=[CH:10][C:9]([Mg]Br)=[CH:8][CH:7]=1)([O:3][CH2:4][CH3:5])=[O:2].II.[Mg].C([Mg]Cl)(C)C.[Li+].[Cl-].Br[C:25]1[CH:26]=[N:27][CH:28]=[N:29][CH:30]=1, predict the reaction product. The product is: [CH2:4]([O:3][C:1](=[O:2])[C:6]1[CH:11]=[CH:10][C:9]([C:25]2[CH:26]=[N:27][CH:28]=[N:29][CH:30]=2)=[CH:8][CH:7]=1)[CH3:5]. (3) Given the reactants [CH2:1]([O:8][C:9](=[O:21])[NH:10][C@H:11]([C:16]1[N:17]=[N:18][NH:19][N:20]=1)[C:12]([CH3:15])([CH3:14])[CH3:13])[C:2]1[CH:7]=[CH:6][CH:5]=[CH:4][CH:3]=1.[C:22](=O)([O-])[O-].[K+].[K+].CI, predict the reaction product. The product is: [CH3:13][C:12]([CH3:15])([CH3:14])[C@H:11]([NH:10][C:9](=[O:21])[O:8][CH2:1][C:2]1[CH:3]=[CH:4][CH:5]=[CH:6][CH:7]=1)[C:16]1[N:20]=[N:19][N:18]([CH3:22])[N:17]=1.[CH3:13][C:12]([CH3:15])([CH3:14])[C@H:11]([NH:10][C:9](=[O:21])[O:8][CH2:1][C:2]1[CH:3]=[CH:4][CH:5]=[CH:6][CH:7]=1)[C:16]1[N:17]([CH3:22])[N:18]=[N:19][N:20]=1. (4) Given the reactants [CH3:1][O:2][C:3]1[CH:4]=[C:5]([CH:10]=[CH:11][C:12]=1[O:13]C(=O)C)[CH:6]=[CH:7][CH:8]=O.[Br-].[O:18]1CCO[CH:19]1[CH2:23][P+](C1C=CC=CC=1)(C1C=CC=CC=1)C1C=CC=CC=1.C([O-])([O-])=O.[K+].[K+].C1OCCOCCOCCOCCOCCOC1, predict the reaction product. The product is: [OH:13][C:12]1[CH:11]=[CH:10][C:5](/[CH:6]=[CH:7]/[CH:8]=[CH:23]/[CH:19]=[O:18])=[CH:4][C:3]=1[O:2][CH3:1]. (5) Given the reactants [C:1]([C:3]1[CH:4]=[CH:5][C:6]([C@@H:12]2[C:17]3[C:18](=[O:21])[CH2:19][CH2:20][C:16]=3[N:15]([C:22]3[CH:27]=[CH:26][CH:25]=[C:24]([C:28]([F:31])([F:30])[F:29])[CH:23]=3)[C:14](=[O:32])[N:13]2[CH3:33])=[C:7]([CH:11]=1)[C:8]([O-])=[O:9])#[N:2].C[N:35](C)C=O.C(N(CC)C(C)C)(C)C.[Cl-].N, predict the reaction product. The product is: [C:1]([C:3]1[CH:4]=[CH:5][C:6]([C@@H:12]2[C:17]3[C:18](=[O:21])[CH2:19][CH2:20][C:16]=3[N:15]([C:22]3[CH:27]=[CH:26][CH:25]=[C:24]([C:28]([F:29])([F:31])[F:30])[CH:23]=3)[C:14](=[O:32])[N:13]2[CH3:33])=[C:7]([CH:11]=1)[C:8]([NH2:35])=[O:9])#[N:2].